Dataset: Ames mutagenicity test results for genotoxicity prediction. Task: Regression/Classification. Given a drug SMILES string, predict its toxicity properties. Task type varies by dataset: regression for continuous values (e.g., LD50, hERG inhibition percentage) or binary classification for toxic/non-toxic outcomes (e.g., AMES mutagenicity, cardiotoxicity, hepatotoxicity). Dataset: ames. (1) The result is 0 (non-mutagenic). The drug is CCn1cc(C(=O)O)c(=O)c2cc(F)c(-c3ccncc3)c(F)c21. (2) The drug is CC(=O)Nc1cccc2cc(F)cnc12. The result is 1 (mutagenic).